This data is from Forward reaction prediction with 1.9M reactions from USPTO patents (1976-2016). The task is: Predict the product of the given reaction. (1) Given the reactants [Br:1][C:2]1[C:3](Cl)=[N:4][CH:5]=[C:6]([CH:21]=1)[C:7]([NH:9][C:10]1[CH:15]=[CH:14][C:13]([O:16][C:17]([F:20])([F:19])[F:18])=[CH:12][CH:11]=1)=[O:8].Cl.[NH2:24][CH2:25][CH2:26][OH:27].CC(O)C.CCN(C(C)C)C(C)C, predict the reaction product. The product is: [Br:1][C:2]1[C:3]([NH:24][CH2:25][CH2:26][OH:27])=[N:4][CH:5]=[C:6]([CH:21]=1)[C:7]([NH:9][C:10]1[CH:15]=[CH:14][C:13]([O:16][C:17]([F:20])([F:19])[F:18])=[CH:12][CH:11]=1)=[O:8]. (2) Given the reactants [F:1][C:2]1[N:12]=[CH:11][C:5]2[N:6]=[CH:7][NH:8][C:9](=O)[C:4]=2[CH:3]=1.[C:13]([O:17][C:18](=[O:34])[C:19]1[CH:24]=[CH:23][C:22]([O:25][C:26]2[CH:31]=[CH:30][C:29]([NH2:32])=[CH:28][C:27]=2[CH3:33])=[CH:21][CH:20]=1)([CH3:16])([CH3:15])[CH3:14].C(OC(=O)C1C=CC=C(OC2C=CC(NC3C4C=C(F)N=CC=4N=CN=3)=CC=2C)C=1)(C)(C)C, predict the reaction product. The product is: [C:13]([O:17][C:18](=[O:34])[C:19]1[CH:20]=[CH:21][C:22]([O:25][C:26]2[CH:31]=[CH:30][C:29]([NH:32][C:9]3[C:4]4[CH:3]=[C:2]([F:1])[N:12]=[CH:11][C:5]=4[N:6]=[CH:7][N:8]=3)=[CH:28][C:27]=2[CH3:33])=[CH:23][CH:24]=1)([CH3:16])([CH3:15])[CH3:14]. (3) Given the reactants C(OC(=O)[NH:7][C:8]1[CH:13]=[C:12]([N:14]([CH2:16][CH:17]([CH3:19])[CH3:18])[CH3:15])[C:11]([C:20]#[N:21])=[CH:10][C:9]=1[NH:22][C:23](=[O:46])[CH2:24][C:25](=O)[C:26]1[CH:31]=[CH:30][CH:29]=[C:28]([N:32]2[C:36]([CH2:37][O:38]C3CCCCO3)=[CH:35][N:34]=[N:33]2)[CH:27]=1)(C)(C)C.C(O)(C(F)(F)F)=O, predict the reaction product. The product is: [OH:38][CH2:37][C:36]1[N:32]([C:28]2[CH:27]=[C:26]([C:25]3[CH2:24][C:23](=[O:46])[NH:22][C:9]4[CH:10]=[C:11]([C:20]#[N:21])[C:12]([N:14]([CH2:16][CH:17]([CH3:19])[CH3:18])[CH3:15])=[CH:13][C:8]=4[N:7]=3)[CH:31]=[CH:30][CH:29]=2)[N:33]=[N:34][CH:35]=1. (4) Given the reactants [CH2:1]([O:3][C:4](=[O:28])[C:5]([C:8]1[CH:9]=[C:10]([C:16]2[CH:21]=[CH:20][C:19]([C:22]([F:25])([F:24])[F:23])=[CH:18][C:17]=2[CH:26]=O)[C:11]([O:14][CH3:15])=[CH:12][CH:13]=1)([CH3:7])[CH3:6])[CH3:2].[CH2:29]([NH2:31])[CH3:30], predict the reaction product. The product is: [CH2:1]([O:3][C:4](=[O:28])[C:5]([C:8]1[CH:9]=[C:10]([C:16]2[CH:21]=[CH:20][C:19]([C:22]([F:23])([F:25])[F:24])=[CH:18][C:17]=2[CH2:26][NH:31][CH2:29][CH3:30])[C:11]([O:14][CH3:15])=[CH:12][CH:13]=1)([CH3:7])[CH3:6])[CH3:2]. (5) Given the reactants [C:1](Cl)(Cl)=[O:2].Cl.[CH3:6][N:7]1[CH2:12][CH2:11][N:10]([C:13]2[CH:18]=[C:17]([C:19]3[CH:28]=[C:27]4[C:22]([CH2:23][CH2:24][NH:25][CH2:26]4)=[CH:21][CH:20]=3)[N:16]=[C:15]([NH2:29])[N:14]=2)[CH2:9][CH2:8]1.[NH2:30][C@@H:31]1[C:39]2[C:34](=[CH:35][CH:36]=[CH:37][CH:38]=2)[CH2:33][C@@H:32]1[OH:40], predict the reaction product. The product is: [NH2:29][C:15]1[N:16]=[C:17]([C:19]2[CH:28]=[C:27]3[C:22]([CH2:23][CH2:24][N:25]([C:1]([NH:30][C@@H:31]4[C:39]5[C:34](=[CH:35][CH:36]=[CH:37][CH:38]=5)[CH2:33][C@@H:32]4[OH:40])=[O:2])[CH2:26]3)=[CH:21][CH:20]=2)[CH:18]=[C:13]([N:10]2[CH2:9][CH2:8][N:7]([CH3:6])[CH2:12][CH2:11]2)[N:14]=1. (6) Given the reactants [F:1][C:2]([F:35])([F:34])[O:3][C:4]1[CH:5]=[C:6]([S:10]([N:13]2[C:21]3[C:16](=[CH:17][CH:18]=[C:19]([C:22]([NH:24][C:25]4[CH:33]=[CH:32][C:28]([C:29]([OH:31])=[O:30])=[CH:27][CH:26]=4)=[O:23])[CH:20]=3)[CH2:15][CH2:14]2)(=[O:12])=[O:11])[CH:7]=[CH:8][CH:9]=1.FC(F)(F)O[C:39]1C=C(S(Cl)(=O)=O)C=C[CH:44]=1, predict the reaction product. The product is: [CH2:39]([O:30][C:29](=[O:31])[C:28]1[CH:32]=[CH:33][C:25]([NH:24][C:22]([C:19]2[CH:20]=[C:21]3[C:16]([CH2:15][CH2:14][N:13]3[S:10]([C:6]3[CH:7]=[CH:8][CH:9]=[C:4]([O:3][C:2]([F:1])([F:34])[F:35])[CH:5]=3)(=[O:11])=[O:12])=[CH:17][CH:18]=2)=[O:23])=[CH:26][CH:27]=1)[CH3:44]. (7) Given the reactants [CH2:1]([C@@:4]1([CH3:31])[CH2:9][C@H:8]([C:10]2[CH:15]=[CH:14][CH:13]=[C:12]([Cl:16])[CH:11]=2)[C@@H:7]([C:17]2[CH:22]=[CH:21][C:20]([Cl:23])=[CH:19][CH:18]=2)[N:6]([C:24]2[CH:29]=[CH:28][N:27]=[CH:26][N:25]=2)[C:5]1=[O:30])[CH:2]=C.I([O-])(=O)(=O)=[O:33].[Na+], predict the reaction product. The product is: [Cl:16][C:12]1[CH:11]=[C:10]([C@@H:8]2[C@@H:7]([C:17]3[CH:18]=[CH:19][C:20]([Cl:23])=[CH:21][CH:22]=3)[N:6]([C:24]3[CH:29]=[CH:28][N:27]=[CH:26][N:25]=3)[C:5](=[O:30])[C@:4]([CH2:1][CH:2]=[O:33])([CH3:31])[CH2:9]2)[CH:15]=[CH:14][CH:13]=1.